From a dataset of hERG potassium channel inhibition data for cardiac toxicity prediction from Karim et al.. Regression/Classification. Given a drug SMILES string, predict its toxicity properties. Task type varies by dataset: regression for continuous values (e.g., LD50, hERG inhibition percentage) or binary classification for toxic/non-toxic outcomes (e.g., AMES mutagenicity, cardiotoxicity, hepatotoxicity). Dataset: herg_karim. The compound is COc1cc(Nc2cnc(C#N)c(O[C@@H]3CCN(C)C3)n2)ncc1-c1cnn(C)c1. The result is 0 (non-blocker).